Task: Predict the reaction yield, written as a fraction of the theoretical maximum amount of product (1.0 means a 100% yield; for example, 0.34 means a 34% yield).. Dataset: Reaction yield outcomes from USPTO patents with 853,638 reactions The reactants are C([O:8][CH2:9][C@@:10]12[CH2:19][C:18]([F:21])([F:20])[CH2:17][C@@H:11]1[C:12]([CH2:15][OH:16])=[N:13][O:14]2)C1C=CC=CC=1.B(Cl)(Cl)Cl.CO. The catalyst is ClCCl. The product is [F:21][C:18]1([F:20])[CH2:17][C@@H:11]2[C:12]([CH2:15][OH:16])=[N:13][O:14][C@:10]2([CH2:9][OH:8])[CH2:19]1. The yield is 0.830.